Task: Predict the reaction yield, written as a fraction of the theoretical maximum amount of product (1.0 means a 100% yield; for example, 0.34 means a 34% yield).. Dataset: Reaction yield outcomes from USPTO patents with 853,638 reactions (1) The reactants are [NH:1]1[C:9]2[C:4](=[CH:5][CH:6]=[CH:7][CH:8]=2)[C:3]([C:10]([OH:12])=O)=[CH:2]1.[NH:13]1[CH2:18][CH2:17][CH2:16][C@@H:15]2[C:19]3[CH:20]=[CH:21][CH:22]=[CH:23][C:24]=3[CH2:25][C@H:14]12.F[P-](F)(F)(F)(F)F.N1(OC(N(C)C)=[N+](C)C)C2N=CC=CC=2N=N1. No catalyst specified. The product is [N:13]1([C:10]([C:3]2[C:4]3[C:9](=[CH:8][CH:7]=[CH:6][CH:5]=3)[NH:1][CH:2]=2)=[O:12])[CH2:18][CH2:17][CH2:16][C@@H:15]2[C:19]3[CH:20]=[CH:21][CH:22]=[CH:23][C:24]=3[CH2:25][C@H:14]12. The yield is 0.350. (2) The reactants are [OH:1][C@@:2]1([C:9]#[C:10][C:11]2[CH:12]=[C:13]([N:17]3[C:21]4=[N:22][N:23]=[CH:24][CH:25]=[C:20]4[C:19]([C:26]([O:28]C)=O)=[N:18]3)[CH:14]=[CH:15][CH:16]=2)[CH2:6][CH2:5][N:4]([CH3:7])[C:3]1=[O:8].[NH3:30]. No catalyst specified. The product is [OH:1][C@@:2]1([C:9]#[C:10][C:11]2[CH:12]=[C:13]([N:17]3[C:21]4=[N:22][N:23]=[CH:24][CH:25]=[C:20]4[C:19]([C:26]([NH2:30])=[O:28])=[N:18]3)[CH:14]=[CH:15][CH:16]=2)[CH2:6][CH2:5][N:4]([CH3:7])[C:3]1=[O:8]. The yield is 0.220. (3) The reactants are [H-].[Na+].[NH:3]1[CH:7]=[CH:6][CH:5]=[N:4]1.Br[C:9]1[CH:14]=[CH:13][C:12]([Br:15])=[CH:11][N:10]=1. The catalyst is CN(C)C=O. The product is [Br:15][C:12]1[CH:13]=[CH:14][C:9]([N:3]2[CH:7]=[CH:6][CH:5]=[N:4]2)=[N:10][CH:11]=1. The yield is 0.736. (4) The reactants are C(OC([NH:8][C@H:9]([C:11]([NH:13][CH:14]1[N:20]=[C:19]([C:21]2[CH:26]=[CH:25][CH:24]=[CH:23][CH:22]=2)[C:18]2[CH:27]=[CH:28][CH:29]=[CH:30][C:17]=2[N:16]([CH2:31][CH2:32][CH2:33][C:34]([F:37])([F:36])[F:35])[C:15]1=[O:38])=[O:12])[CH3:10])=O)(C)(C)C.C(O)(C(F)(F)F)=O.C(Cl)Cl. No catalyst specified. The product is [NH2:8][C@H:9]([C:11]([NH:13][CH:14]1[N:20]=[C:19]([C:21]2[CH:26]=[CH:25][CH:24]=[CH:23][CH:22]=2)[C:18]2[CH:27]=[CH:28][CH:29]=[CH:30][C:17]=2[N:16]([CH2:31][CH2:32][CH2:33][C:34]([F:37])([F:35])[F:36])[C:15]1=[O:38])=[O:12])[CH3:10]. The yield is 0.680. (5) The reactants are [NH2:1][C:2]1[CH:7]=[CH:6][CH:5]=[CH:4][N:3]=1.Br[CH2:9][C:10]([C:12]1[CH:17]=[CH:16][CH:15]=[CH:14][CH:13]=1)=O.C(=O)([O-])O.[Na+].C(O)C. The catalyst is CCCCCC.C(Cl)Cl. The product is [C:12]1([C:10]2[N:1]=[C:2]3[CH:7]=[CH:6][CH:5]=[CH:4][N:3]3[CH:9]=2)[CH:17]=[CH:16][CH:15]=[CH:14][CH:13]=1. The yield is 0.900. (6) The reactants are [Br:1]N1C(=O)CCC1=O.C1(P(C2C=CC=CC=2)C2C=CC=CC=2)C=CC=CC=1.[CH3:28][C:29]([O:37][CH2:38][CH2:39]O)([C:31]1[CH:36]=[CH:35][CH:34]=[CH:33][CH:32]=1)[CH3:30]. The catalyst is C(Cl)Cl.[Al]. The product is [Br:1][CH2:39][CH2:38][O:37][C:29]([C:31]1[CH:36]=[CH:35][CH:34]=[CH:33][CH:32]=1)([CH3:30])[CH3:28]. The yield is 0.420.